From a dataset of Forward reaction prediction with 1.9M reactions from USPTO patents (1976-2016). Predict the product of the given reaction. (1) Given the reactants [Cl:1][C:2]1[CH:3]=[C:4]2[C:8](=[CH:9][C:10]=1[Cl:11])[NH:7][C:6]([CH2:12][OH:13])=[CH:5]2, predict the reaction product. The product is: [Cl:1][C:2]1[CH:3]=[C:4]2[C:8](=[CH:9][C:10]=1[Cl:11])[NH:7][C:6]([CH:12]=[O:13])=[CH:5]2. (2) Given the reactants [NH2:1][C:2]1[C:3]([F:31])=[C:4]([CH:26]=[C:27]([F:30])[C:28]=1[F:29])[C:5]([NH:7][C:8]1[C:13]([CH3:14])=[CH:12][C:11]([C:15]([F:24])([C:20]([F:23])([F:22])[F:21])[C:16]([F:19])([F:18])[F:17])=[CH:10][C:9]=1[CH3:25])=[O:6].FC(F)(F)C(O)=[O:35].OO.[OH2:41], predict the reaction product. The product is: [CH3:25][C:9]1[CH:10]=[C:11]([C:15]([F:24])([C:20]([F:21])([F:22])[F:23])[C:16]([F:18])([F:19])[F:17])[CH:12]=[C:13]([CH3:14])[C:8]=1[NH:7][C:5](=[O:6])[C:4]1[CH:26]=[C:27]([F:30])[C:28]([F:29])=[C:2]([N+:1]([O-:35])=[O:41])[C:3]=1[F:31]. (3) Given the reactants [NH2:1][C:2]1[S:3][CH:4]=[CH:5][N:6]=1.[C:7]([N+:11]#[C-:12])([CH3:10])([CH3:9])[CH3:8].[CH3:13][O:14][C:15]1[C:22]([O:23][CH3:24])=[CH:21][CH:20]=[CH:19][C:16]=1[CH:17]=O, predict the reaction product. The product is: [C:7]([NH:11][C:12]1[N:6]2[C:2]([S:3][CH:4]=[CH:5]2)=[N:1][C:17]=1[C:16]1[CH:19]=[CH:20][CH:21]=[C:22]([O:23][CH3:24])[C:15]=1[O:14][CH3:13])([CH3:10])([CH3:9])[CH3:8]. (4) The product is: [N:57]1[CH:58]=[CH:59][CH:60]=[C:55]([CH2:54][N:52]2[CH:53]=[C:49]([C:16]3[C:10]4[C:11](=[N:12][CH:13]=[C:8]([C:6]5[CH:5]=[CH:4][C:3]([CH:28]6[CH2:33][CH2:32][N:31]([C:34]([O:36][C:37]([CH3:39])([CH3:38])[CH3:40])=[O:35])[CH2:30][CH2:29]6)=[CH:2][CH:7]=5)[CH:9]=4)[N:14]([S:18]([C:21]4[CH:22]=[CH:23][C:24]([CH3:25])=[CH:26][CH:27]=4)(=[O:19])=[O:20])[CH:15]=3)[CH:50]=[N:51]2)[CH:56]=1. Given the reactants F[C:2]1[CH:7]=[C:6]([C:8]2[CH:9]=[C:10]3[C:16](I)=[CH:15][N:14]([S:18]([C:21]4[CH:27]=[CH:26][C:24]([CH3:25])=[CH:23][CH:22]=4)(=[O:20])=[O:19])[C:11]3=[N:12][CH:13]=2)[CH:5]=[CH:4][C:3]=1[CH:28]1[CH2:33][CH2:32][N:31]([C:34]([O:36][C:37]([CH3:40])([CH3:39])[CH3:38])=[O:35])[CH2:30][CH2:29]1.CC1(C)C(C)(C)OB([C:49]2[CH:50]=[N:51][N:52]([CH2:54][C:55]3[CH:56]=[N:57][CH:58]=[CH:59][CH:60]=3)[CH:53]=2)O1.C(=O)([O-])[O-].[Na+].[Na+], predict the reaction product. (5) Given the reactants [CH3:1][C:2]1[C:10]([CH3:19])([CH2:11][CH2:12][CH2:13][CH2:14][S:15]([OH:18])(=[O:17])=[O:16])[C:9]2[C:4](=[CH:5][CH:6]=[C:7]([S:20]([OH:23])(=[O:22])=[O:21])[CH:8]=2)[N:3]=1.[CH2:24]1[S:29](=[O:31])(=[O:30])[O:28][CH2:27][CH2:26][CH2:25]1.S1(CCCC1)(=O)=O, predict the reaction product. The product is: [CH3:1][CH:2]1[C:10]([CH3:19])([CH2:11][CH2:12][CH2:13][CH2:14][S:15]([OH:18])(=[O:16])=[O:17])[C:9]2[C:4](=[CH:5][CH:6]=[C:7]([S:20]([OH:23])(=[O:21])=[O:22])[CH:8]=2)[N:3]1[CH2:27][CH2:26][CH2:25][CH2:24][S:29]([OH:31])(=[O:30])=[O:28]. (6) Given the reactants [CH3:1][C:2]1[NH:3][C:4]2[C:9]([C:10]=1[CH:11]=O)=[CH:8][C:7]([N+:13]([O-:15])=[O:14])=[CH:6][CH:5]=2.C(#N)[CH:17]([CH2:19][C:20]#[N:21])O.[NH:23]1CCCCC1, predict the reaction product. The product is: [CH3:1][C:2]1[NH:3][C:4]2[C:9]([C:10]=1[CH:11]=[C:19]([C:17]#[N:23])[C:20]#[N:21])=[CH:8][C:7]([N+:13]([O-:15])=[O:14])=[CH:6][CH:5]=2.